Task: Predict the reaction yield, written as a fraction of the theoretical maximum amount of product (1.0 means a 100% yield; for example, 0.34 means a 34% yield).. Dataset: Reaction yield outcomes from USPTO patents with 853,638 reactions (1) The reactants are [F:1][C:2]1([F:13])[CH2:5][N:4]([CH:6]2[CH2:11][CH2:10][C:9](=O)[CH2:8][CH2:7]2)[CH2:3]1.[NH:14]1[C:22]2[C:17](=[CH:18][CH:19]=[CH:20][CH:21]=2)[CH:16]=[CH:15]1.[OH-].[K+]. The catalyst is CO. The product is [F:1][C:2]1([F:13])[CH2:5][N:4]([CH:6]2[CH2:11][CH2:10][C:9]([C:16]3[C:17]4[C:22](=[CH:21][CH:20]=[CH:19][CH:18]=4)[NH:14][CH:15]=3)=[CH:8][CH2:7]2)[CH2:3]1. The yield is 0.220. (2) The yield is 0.820. The reactants are [Br:1][C:2]1[C:3]([O:13][CH3:14])=[C:4]([CH:10](O)[CH3:11])[CH:5]=[C:6]([Cl:9])[C:7]=1[CH3:8].C(N(CC)C(C)C)(C)C.CS(Cl)(=O)=O.[N-:29]=[N+:30]=[N-:31].[Na+]. The product is [N:29]([CH:10]([C:4]1[CH:5]=[C:6]([Cl:9])[C:7]([CH3:8])=[C:2]([Br:1])[C:3]=1[O:13][CH3:14])[CH3:11])=[N+:30]=[N-:31]. The catalyst is C(Cl)Cl.C(OCC)(=O)C.O. (3) The reactants are [Si]([O:8][C@H:9]([C:34]1[CH:39]=[CH:38][C:37]([OH:40])=[C:36]([CH2:41][OH:42])[CH:35]=1)[CH2:10][NH:11][C:12]([CH3:33])([CH3:32])[CH2:13][C:14]1[CH:15]=[C:16]([CH:29]=[CH:30][CH:31]=1)[C:17]([NH:19][CH2:20][CH2:21][C:22]1[CH:27]=[CH:26][CH:25]=[CH:24][C:23]=1[Cl:28])=[O:18])(C(C)(C)C)(C)C.F.F.F.C(N(CC)CC)C. No catalyst specified. The product is [Cl:28][C:23]1[CH:24]=[CH:25][CH:26]=[CH:27][C:22]=1[CH2:21][CH2:20][NH:19][C:17](=[O:18])[C:16]1[CH:29]=[CH:30][CH:31]=[C:14]([CH2:13][C:12]([NH:11][CH2:10][C@H:9]([OH:8])[C:34]2[CH:39]=[CH:38][C:37]([OH:40])=[C:36]([CH2:41][OH:42])[CH:35]=2)([CH3:33])[CH3:32])[CH:15]=1. The yield is 0.770. (4) The reactants are C(OC(=O)[NH:7][CH:8]1[CH:12]([C:13]2[CH:18]=[CH:17][C:16]([Cl:19])=[C:15]([Cl:20])[CH:14]=2)[CH2:11][N:10]([C:21]([CH:23]2[CH2:28][CH2:27][N:26]([C:29]([C:31]3([CH3:34])[CH2:33][CH2:32]3)=[O:30])[CH2:25][CH2:24]2)=[O:22])[CH2:9]1)(C)(C)C.FC(F)(F)C(O)=O.C(=O)([O-])[O-].[Na+].[Na+]. The catalyst is ClCCl. The product is [NH2:7][CH:8]1[CH:12]([C:13]2[CH:18]=[CH:17][C:16]([Cl:19])=[C:15]([Cl:20])[CH:14]=2)[CH2:11][N:10]([C:21]([CH:23]2[CH2:28][CH2:27][N:26]([C:29]([C:31]3([CH3:34])[CH2:33][CH2:32]3)=[O:30])[CH2:25][CH2:24]2)=[O:22])[CH2:9]1. The yield is 0.920. (5) The reactants are C([O:3][C:4]([C:6]1[N:7]([CH2:25][CH3:26])[C:8]2[C:13]([CH:14]=1)=[CH:12][C:11]([O:15][C:16]1[S:17][C:18]3[CH:24]=[CH:23][CH:22]=[CH:21][C:19]=3[N:20]=1)=[CH:10][CH:9]=2)=O)C.[H-].[H-].[H-].[H-].[Li+].[Al+3].O. The catalyst is C1COCC1. The product is [S:17]1[C:18]2[CH:24]=[CH:23][CH:22]=[CH:21][C:19]=2[N:20]=[C:16]1[O:15][C:11]1[CH:12]=[C:13]2[C:8](=[CH:9][CH:10]=1)[N:7]([CH2:25][CH3:26])[C:6]([CH2:4][OH:3])=[CH:14]2. The yield is 0.490.